The task is: Predict which catalyst facilitates the given reaction.. This data is from Catalyst prediction with 721,799 reactions and 888 catalyst types from USPTO. Reactant: [OH:1][C:2]1[C:10]([CH3:11])=[CH:9][C:5]([C:6]([OH:8])=[O:7])=[CH:4][C:3]=1[CH3:12].[C:13](OC(=O)C)(=[O:15])[CH3:14]. Product: [C:13]([O:1][C:2]1[C:3]([CH3:12])=[CH:4][C:5]([C:6]([OH:8])=[O:7])=[CH:9][C:10]=1[CH3:11])(=[O:15])[CH3:14]. The catalyst class is: 537.